Dataset: Full USPTO retrosynthesis dataset with 1.9M reactions from patents (1976-2016). Task: Predict the reactants needed to synthesize the given product. Given the product [CH2:1]([O:3][C:4]([N:6]1[CH2:7][CH2:8][N:9]([C:12]([CH:14]([NH:28][C:29]([C:31]2[CH:40]=[C:39]([O:41][CH2:42][C:43]([OH:45])=[O:44])[C:38]3[C:33](=[CH:34][CH:35]=[CH:36][CH:37]=3)[N:32]=2)=[O:30])[CH2:15][CH2:16][C:17]([O:19][CH2:20][C:21]([OH:23])=[O:22])=[O:18])=[O:13])[CH2:10][CH2:11]1)=[O:5])[CH3:2], predict the reactants needed to synthesize it. The reactants are: [CH2:1]([O:3][C:4]([N:6]1[CH2:11][CH2:10][N:9]([C:12]([CH:14]([NH:28][C:29]([C:31]2[CH:40]=[C:39]([O:41][CH2:42][C:43]([O:45]C(C)(C)C)=[O:44])[C:38]3[C:33](=[CH:34][CH:35]=[CH:36][CH:37]=3)[N:32]=2)=[O:30])[CH2:15][CH2:16][C:17]([O:19][CH2:20][C:21]([O:23]C(C)(C)C)=[O:22])=[O:18])=[O:13])[CH2:8][CH2:7]1)=[O:5])[CH3:2].FC(F)(F)C(O)=O.C([O-])(O)=O.[Na+].